Dataset: Catalyst prediction with 721,799 reactions and 888 catalyst types from USPTO. Task: Predict which catalyst facilitates the given reaction. (1) Reactant: [CH3:1][O:2][C:3](=[O:25])[CH2:4][C:5]1[CH:14]=[C:13]([O:15][CH2:16][C:17]2[CH:22]=[CH:21][CH:20]=[CH:19][CH:18]=2)[C:12]2[C:7](=[CH:8][CH:9]=[C:10]([F:23])[CH:11]=2)[C:6]=1Br.[CH3:26]B(O)O.P([O-])([O-])([O-])=O.[K+].[K+].[K+].C1(P(C2CCCCC2)C2CCCCC2)CCCCC1. Product: [CH3:1][O:2][C:3](=[O:25])[CH2:4][C:5]1[CH:14]=[C:13]([O:15][CH2:16][C:17]2[CH:22]=[CH:21][CH:20]=[CH:19][CH:18]=2)[C:12]2[C:7](=[CH:8][CH:9]=[C:10]([F:23])[CH:11]=2)[C:6]=1[CH3:26]. The catalyst class is: 498. (2) Reactant: [CH3:1][O:2][C:3]([C:5]1[CH:10]=[CH:9][C:8]([C:11](=[O:28])[CH2:12][CH2:13][C:14]([C:16]2[CH:21]=[CH:20][C:19]([O:22][CH2:23][CH2:24][CH2:25][CH2:26][CH3:27])=[CH:18][CH:17]=2)=O)=[CH:7][CH:6]=1)=[O:4].O.C1(C)C=CC(S(O)(=O)=O)=CC=1. Product: [CH2:23]([O:22][C:19]1[CH:20]=[CH:21][C:16]([C:14]2[O:28][C:11]([C:8]3[CH:9]=[CH:10][C:5]([C:3]([O:2][CH3:1])=[O:4])=[CH:6][CH:7]=3)=[CH:12][CH:13]=2)=[CH:17][CH:18]=1)[CH2:24][CH2:25][CH2:26][CH3:27]. The catalyst class is: 451. (3) Reactant: [OH:1][C:2]1[CH:7]=[C:6]([CH3:8])[N:5]=[C:4]([CH3:9])[N:3]=1.[Br:10][C:11]1[CH:12]=[C:13]([CH:16]=[C:17]([O:21][CH3:22])[C:18]=1[O:19][CH3:20])[CH:14]=O.[C:23](#[N:27])[CH2:24][C:25]#[N:26].C1N2CCN(CC2)C1. Product: [NH2:27][C:23]1[O:1][C:2]2[N:3]=[C:4]([CH3:9])[N:5]=[C:6]([CH3:8])[C:7]=2[CH:14]([C:13]2[CH:16]=[C:17]([O:21][CH3:22])[C:18]([O:19][CH3:20])=[C:11]([Br:10])[CH:12]=2)[C:24]=1[C:25]#[N:26]. The catalyst class is: 40.